From a dataset of Reaction yield outcomes from USPTO patents with 853,638 reactions. Predict the reaction yield, written as a fraction of the theoretical maximum amount of product (1.0 means a 100% yield; for example, 0.34 means a 34% yield). (1) The reactants are [CH3:1][C:2]([C:4]1[CH:9]=[CH:8][CH:7]=[C:6]([NH2:10])[CH:5]=1)=[O:3].C(N(CC)CC)C.[C:18](Cl)(=[O:23])[C:19]([CH3:22])([CH3:21])[CH3:20].O. The catalyst is C(Cl)(Cl)Cl. The product is [C:2]([C:4]1[CH:5]=[C:6]([NH:10][C:18](=[O:23])[C:19]([CH3:22])([CH3:21])[CH3:20])[CH:7]=[CH:8][CH:9]=1)(=[O:3])[CH3:1]. The yield is 0.800. (2) The reactants are [CH3:1][O:2][C:3](=[O:21])[C:4]1[CH:9]=[C:8]([C:10](=[O:12])[CH3:11])[C:7]([C:13]([F:16])([F:15])[F:14])=[CH:6][C:5]=1[NH:17][C:18](=[O:20])[CH3:19]. The catalyst is [Pd].C1COCC1. The product is [CH3:1][O:2][C:3](=[O:21])[C:4]1[CH:9]=[C:8]([CH:10]([OH:12])[CH3:11])[C:7]([C:13]([F:16])([F:15])[F:14])=[CH:6][C:5]=1[NH:17][C:18](=[O:20])[CH3:19]. The yield is 0.910. (3) The reactants are [CH3:1][O:2][C:3]1[C:8]([NH:9][CH:10]=O)=[CH:7][CH:6]=[C:5]([S:12]([CH3:15])(=[O:14])=[O:13])[N:4]=1.CS(C1[N:21]=[CH:22][C:23]2[CH:29]=[CH:28][N:27]=[C:26]([NH:30][CH2:31][C:32]([CH3:35])([CH3:34])[CH3:33])[C:24]=2[N:25]=1)(=O)=O. No catalyst specified. The product is [CH3:1][O:2][C:3]1[C:8]([NH:9][C:10]2[N:21]=[CH:22][C:23]3[CH:29]=[CH:28][N:27]=[C:26]([NH:30][CH2:31][C:32]([CH3:35])([CH3:34])[CH3:33])[C:24]=3[N:25]=2)=[CH:7][CH:6]=[C:5]([S:12]([CH3:15])(=[O:14])=[O:13])[N:4]=1. The yield is 0.0600. (4) The reactants are Cl.CC(C)([S@]([NH:7][CH:8]([C:10]1[CH:11]=[C:12]([C:27]([N:29]([CH3:31])[CH3:30])=[O:28])[CH:13]=[C:14]2[C:19]=1[O:18][C:17]([N:20]1[CH2:25][CH2:24][O:23][CH2:22][CH2:21]1)=[CH:16][C:15]2=[O:26])[CH3:9])=O)C. The catalyst is O1CCOCC1. The product is [NH2:7][CH:8]([C:10]1[CH:11]=[C:12]([C:27]([N:29]([CH3:30])[CH3:31])=[O:28])[CH:13]=[C:14]2[C:19]=1[O:18][C:17]([N:20]1[CH2:25][CH2:24][O:23][CH2:22][CH2:21]1)=[CH:16][C:15]2=[O:26])[CH3:9]. The yield is 0.890. (5) The reactants are [N+:1]([C:4]1[CH:11]=[CH:10][CH:9]=[C:8]([O:12][CH2:13][C:14]2[CH:19]=[CH:18][CH:17]=[C:16](OC)[CH:15]=2)[C:5]=1[C:6]#[N:7])([O-])=O.CC(C)=O.[Cl-].[NH4+]. The catalyst is [Zn].O. The product is [NH2:1][C:4]1[CH:11]=[CH:10][CH:9]=[C:8]([O:12][CH2:13][C:14]2[CH:19]=[CH:18][CH:17]=[CH:16][CH:15]=2)[C:5]=1[C:6]#[N:7]. The yield is 0.780.